Task: Predict the product of the given reaction.. Dataset: Forward reaction prediction with 1.9M reactions from USPTO patents (1976-2016) (1) Given the reactants [Cl:1][C:2]1[CH:3]=[CH:4][C:5]([O:17][CH2:18][C:19]2[CH:24]=[CH:23][CH:22]=[CH:21][CH:20]=2)=[C:6]([CH2:8][N:9]2[C:13]([CH3:14])=[CH:12][C:11]([CH:15]=O)=[N:10]2)[CH:7]=1.S(=O)(O)[O-].[Na+].[C:30]1([NH2:37])[CH:35]=[CH:34][CH:33]=[CH:32][C:31]=1[NH2:36].C(OCC)C, predict the reaction product. The product is: [Cl:1][C:2]1[CH:3]=[CH:4][C:5]([O:17][CH2:18][C:19]2[CH:24]=[CH:23][CH:22]=[CH:21][CH:20]=2)=[C:6]([CH2:8][N:9]2[C:13]([CH3:14])=[CH:12][C:11]([C:15]3[NH:37][C:30]4[CH:35]=[CH:34][CH:33]=[CH:32][C:31]=4[N:36]=3)=[N:10]2)[CH:7]=1. (2) Given the reactants I[C:2]1[O:3][C:4]2[CH:10]=[CH:9][CH:8]=[CH:7][C:5]=2[CH:6]=1.[CH3:11][Si:12]([C:15]#[CH:16])([CH3:14])[CH3:13].C(NC(C)C)(C)C.O, predict the reaction product. The product is: [O:3]1[C:4]2[CH:10]=[CH:9][CH:8]=[CH:7][C:5]=2[CH:6]=[C:2]1[C:16]#[C:15][Si:12]([CH3:14])([CH3:13])[CH3:11]. (3) Given the reactants C1CN([P+](ON2N=NC3C=CC=CC2=3)(N2CCCC2)N2CCCC2)CC1.F[P-](F)(F)(F)(F)F.C(OC([NH:41][C:42]1[S:46][C:45]([C:47]2[C:52]([F:53])=[CH:51][CH:50]=[C:49]([O:54][CH3:55])[C:48]=2[F:56])=[N:44][C:43]=1[C:57]([OH:59])=O)=O)(C)(C)C.[NH2:60][C:61]1[CH:62]=[N:63][N:64]([CH3:81])[C:65]=1[N:66]1[CH2:71][CH2:70][CH:69]([CH2:72][NH:73]C(=O)OC(C)(C)C)[CH2:68][CH2:67]1.CCN(C(C)C)C(C)C, predict the reaction product. The product is: [NH2:41][C:42]1[S:46][C:45]([C:47]2[C:52]([F:53])=[CH:51][CH:50]=[C:49]([O:54][CH3:55])[C:48]=2[F:56])=[N:44][C:43]=1[C:57]([NH:60][C:61]1[CH:62]=[N:63][N:64]([CH3:81])[C:65]=1[N:66]1[CH2:71][CH2:70][CH:69]([CH2:72][NH2:73])[CH2:68][CH2:67]1)=[O:59]. (4) Given the reactants [N+:1]([C:4]1[CH:12]=[C:11]2[C:7]([CH:8]=[C:9]([C:20]([O:22][CH2:23][CH3:24])=[O:21])[N:10]2[C:13]([O:15][C:16]([CH3:19])([CH3:18])[CH3:17])=[O:14])=[CH:6][CH:5]=1)([O-])=O, predict the reaction product. The product is: [NH2:1][C:4]1[CH:12]=[C:11]2[C:7]([CH:8]=[C:9]([C:20]([O:22][CH2:23][CH3:24])=[O:21])[N:10]2[C:13]([O:15][C:16]([CH3:19])([CH3:18])[CH3:17])=[O:14])=[CH:6][CH:5]=1. (5) Given the reactants [CH3:1][O:2][C:3]1[CH:8]=[CH:7][C:6]([C:9]2([CH2:17][S:18][CH2:19][C:20](O)=[O:21])[O:14][CH2:13][C:12]([CH3:16])([CH3:15])[CH2:11][O:10]2)=[CH:5][CH:4]=1.C1(N=C=NC2CCCCC2)CCCCC1.[C:38]1([C@H:44]2[CH2:48][O:47][C:46](=[O:49])[NH:45]2)[CH:43]=[CH:42][CH:41]=[CH:40][CH:39]=1, predict the reaction product. The product is: [CH3:1][O:2][C:3]1[CH:4]=[CH:5][C:6]([C:9]2([CH2:17][S:18][CH2:19][C:20]([N:45]3[C@@H:44]([C:38]4[CH:43]=[CH:42][CH:41]=[CH:40][CH:39]=4)[CH2:48][O:47][C:46]3=[O:49])=[O:21])[O:14][CH2:13][C:12]([CH3:16])([CH3:15])[CH2:11][O:10]2)=[CH:7][CH:8]=1.